Predict the reactants needed to synthesize the given product. From a dataset of Full USPTO retrosynthesis dataset with 1.9M reactions from patents (1976-2016). (1) The reactants are: [CH:1](=[O:8])[C:2]1[CH:7]=[CH:6][CH:5]=[CH:4][CH:3]=1.[N+:9]([CH3:12])([O-:11])=[O:10]. Given the product [C:2]1([C@H:1]([OH:8])[CH2:12][N+:9]([O-:11])=[O:10])[CH:7]=[CH:6][CH:5]=[CH:4][CH:3]=1, predict the reactants needed to synthesize it. (2) Given the product [CH3:11][C:2]1[C:7]([N+:8]([O-:10])=[O:9])=[CH:6][CH:5]=[CH:4][N:3]=1, predict the reactants needed to synthesize it. The reactants are: Cl[C:2]1[C:7]([N+:8]([O-:10])=[O:9])=[CH:6][CH:5]=[CH:4][N:3]=1.[C:11]([O-])([O-])=O.[K+].[K+]. (3) Given the product [C:1]1([N:7]2[CH:21]=[C:10]([C:11]3[CH:12]=[CH:13][N:14]=[CH:15][CH:16]=3)[C:9](=[O:17])[NH:8]2)[CH:6]=[CH:5][CH:4]=[CH:3][CH:2]=1, predict the reactants needed to synthesize it. The reactants are: [C:1]1([NH:7][NH:8][C:9](=[O:17])[CH2:10][C:11]2[CH:16]=[CH:15][N:14]=[CH:13][CH:12]=2)[CH:6]=[CH:5][CH:4]=[CH:3][CH:2]=1.[H-].[Ca+2].[H-].[CH3:21]N(C)C=O. (4) Given the product [CH:30]([OH:32])=[O:31].[NH:1]1[C:5]2=[N:6][CH:7]=[CH:8][CH:9]=[C:4]2[C:3]([CH:10]=[C:11]2[O:15][C:14]([NH:16][C:17]3[CH:22]=[CH:21][C:20]([O:23][CH2:24][CH2:25][N:26]([CH3:28])[CH3:27])=[CH:19][C:18]=3[CH3:29])=[C:13]([C:30]([O:32][CH2:33][CH2:34][CH2:38][CH3:39])=[O:31])[C:12]2=[O:35])=[CH:2]1, predict the reactants needed to synthesize it. The reactants are: [NH:1]1[C:5]2=[N:6][CH:7]=[CH:8][CH:9]=[C:4]2[C:3]([CH:10]=[C:11]2[O:15][C:14]([NH:16][C:17]3[CH:22]=[CH:21][C:20]([O:23][CH2:24][CH2:25][N:26]([CH3:28])[CH3:27])=[CH:19][C:18]=3[CH3:29])=[C:13]([C:30]([O:32][CH2:33][CH3:34])=[O:31])[C:12]2=[O:35])=[CH:2]1.CN(C)[C:38](=O)[CH3:39]. (5) Given the product [F:1][C:2]1[CH:3]=[CH:4][C:5]([C@H:8]2[N:12]([S:13]([C:16]3[CH:17]=[CH:18][C:19]([CH3:22])=[CH:20][CH:21]=3)(=[O:15])=[O:14])[C@H:11]([CH2:23][CH2:24][CH2:25][OH:26])[CH2:10][CH2:9]2)=[CH:6][CH:7]=1, predict the reactants needed to synthesize it. The reactants are: [F:1][C:2]1[CH:7]=[CH:6][C:5]([C@H:8]2[N:12]([S:13]([C:16]3[CH:21]=[CH:20][C:19]([CH3:22])=[CH:18][CH:17]=3)(=[O:15])=[O:14])[C@@H:11]([CH2:23][CH2:24][C:25](N)=[O:26])[CH2:10][CH2:9]2)=[CH:4][CH:3]=1. (6) Given the product [OH:23][CH2:22][C:21]1[CH:26]=[C:17]([C:12]2[CH:11]=[C:10]3[C:15]([CH:16]=[C:7]([NH:6][C:4]([CH:1]4[CH2:3][CH2:2]4)=[O:5])[N:8]=[CH:9]3)=[CH:14][CH:13]=2)[C:18]([CH3:27])=[N:19][CH:20]=1, predict the reactants needed to synthesize it. The reactants are: [CH:1]1([C:4]([NH:6][C:7]2[N:8]=[CH:9][C:10]3[C:15]([CH:16]=2)=[CH:14][CH:13]=[C:12]([C:17]2[C:18]([CH3:27])=[N:19][CH:20]=[C:21]([CH:26]=2)[C:22](OC)=[O:23])[CH:11]=3)=[O:5])[CH2:3][CH2:2]1.[AlH4-].[Li+].